This data is from hERG Central: cardiac toxicity at 1µM, 10µM, and general inhibition. The task is: Predict hERG channel inhibition at various concentrations. (1) The compound is CCCCC[C@H]1CN(Cc2ccccc2)C(=O)[C@@H]1CC(=O)NCc1ccccc1. Results: hERG_inhib (hERG inhibition (general)): blocker. (2) The compound is Cc1cccc(-c2cccc(NC(=O)C3CCCN(C(=O)c4ocnc4C)C3)c2)c1. Results: hERG_inhib (hERG inhibition (general)): blocker. (3) The drug is Cc1ccc(C(=O)N/C(=C\c2ccc(-c3ccccc3[N+](=O)[O-])o2)C(=O)NCCN(C)C)cc1. Results: hERG_inhib (hERG inhibition (general)): blocker.